Regression/Classification. Given a drug SMILES string, predict its absorption, distribution, metabolism, or excretion properties. Task type varies by dataset: regression for continuous measurements (e.g., permeability, clearance, half-life) or binary classification for categorical outcomes (e.g., BBB penetration, CYP inhibition). Dataset: hlm. From a dataset of Human liver microsome stability data. (1) The result is 1 (stable in human liver microsomes). The molecule is COc1ccc2nc(NC(=O)C(CC3CCCC3)c3ccc(S(=O)(=O)N(C)Cc4nccn4C)cc3)sc2n1. (2) The molecule is Cc1nc(C)c(C(=O)Nc2ccc(F)c(-c3nc4ncc(-c5cccnc5Cl)cn4n3)c2)o1. The result is 0 (unstable in human liver microsomes). (3) The drug is CCc1nn(CCO)c(CC)c1Oc1cc(C)cc(C#N)c1. The result is 1 (stable in human liver microsomes). (4) The result is 0 (unstable in human liver microsomes). The molecule is CCN1C[C@H]2N(C(=O)[C@H]3CC[C@H](C(=O)O)CC3)CC[C@@]2(S(=O)(=O)c2ccc(F)cc2)c2ccc(C(F)(C(F)(F)F)C(F)(F)F)cc21. (5) The molecule is O=C(c1cc2cc(C3CC3)ccc2[nH]1)N1CC(=O)N(Cc2ccccc2)[C@@H](CN2CCC(F)CC2)C1. The result is 1 (stable in human liver microsomes). (6) The molecule is COC(=O)Nc1ccc2c(c1)NC(=O)CCC=CC[C@H](N1CC[C@H](c3cc(Cl)ccc3F)OC1=O)c1nc(Cl)c-2[nH]1. The result is 1 (stable in human liver microsomes).